Task: Predict the reactants needed to synthesize the given product.. Dataset: Full USPTO retrosynthesis dataset with 1.9M reactions from patents (1976-2016) (1) Given the product [Br:14][C:7]1[CH:6]=[C:5]([CH:10]=[CH:9][C:8]=1[CH:11]([F:12])[F:13])[CH2:4][NH2:1], predict the reactants needed to synthesize it. The reactants are: [N:1]([CH2:4][C:5]1[CH:10]=[CH:9][C:8]([CH:11]([F:13])[F:12])=[C:7]([Br:14])[CH:6]=1)=[N+]=[N-].C1(P(C2C=CC=CC=2)C2C=CC=CC=2)C=CC=CC=1. (2) Given the product [CH2:19]1[O:18][C:14]2([CH2:15][CH2:6][C:5]3[C:10](=[CH:11][CH:12]=[C:3]([O:2][CH3:1])[CH:4]=3)[CH2:9]2)[O:20][CH2:21]1, predict the reactants needed to synthesize it. The reactants are: [CH3:1][O:2][C:3]1[CH:4]=[C:5]2[C:10](=[CH:11][CH:12]=1)[CH2:9]C(=O)C[CH2:6]2.[C:14]([O:20][CH3:21])([O:18][CH3:19])(OC)[CH3:15].O.C1(C)C(S(O)(=O)=O)=CC=CC=1.C(O)CO.C(=O)(O)[O-].[Na+]. (3) Given the product [Cl:1][C:2]1[CH:3]=[CH:4][C:5]([O:16][CH2:17][CH:18]([CH3:20])[CH3:19])=[C:6]([CH2:8][N:9]2[C:13]([CH3:14])=[CH:12][C:11]([NH:15][C:31](=[O:32])[CH2:30][CH:29]([CH3:34])[CH3:28])=[N:10]2)[CH:7]=1, predict the reactants needed to synthesize it. The reactants are: [Cl:1][C:2]1[CH:3]=[CH:4][C:5]([O:16][CH2:17][CH:18]([CH3:20])[CH3:19])=[C:6]([CH2:8][N:9]2[C:13]([CH3:14])=[CH:12][C:11]([NH2:15])=[N:10]2)[CH:7]=1.C(N(CC)CC)C.[CH3:28][CH:29]([CH3:34])[CH2:30][C:31](Cl)=[O:32]. (4) The reactants are: [N:1]([C:4]1[CH:9]=[CH:8][C:7]([O:10][CH3:11])=[CH:6][CH:5]=1)=[N+:2]=[N-:3].[F:12][C:13]1[CH:18]=[C:17]([F:19])[CH:16]=[CH:15][C:14]=1[CH2:20][C:21]#[N:22].C[O-].[Na+]. Given the product [F:12][C:13]1[CH:18]=[C:17]([F:19])[CH:16]=[CH:15][C:14]=1[C:20]1[N:3]=[N:2][N:1]([C:4]2[CH:5]=[CH:6][C:7]([O:10][CH3:11])=[CH:8][CH:9]=2)[C:21]=1[NH2:22], predict the reactants needed to synthesize it.